From a dataset of Human liver microsome stability data. Regression/Classification. Given a drug SMILES string, predict its absorption, distribution, metabolism, or excretion properties. Task type varies by dataset: regression for continuous measurements (e.g., permeability, clearance, half-life) or binary classification for categorical outcomes (e.g., BBB penetration, CYP inhibition). Dataset: hlm. (1) The drug is C[C@@H]1CCN(C(=O)CO)C[C@@H]1N(C)c1ncnc2[nH]ccc12. The result is 0 (unstable in human liver microsomes). (2) The drug is C[C@@H]1CN(c2ccc(F)cc2C(F)(F)F)CCN1S(=O)(=O)c1ccc([C@@](O)(C(N)=O)C(F)(F)F)s1. The result is 0 (unstable in human liver microsomes). (3) The compound is O=C(O)c1ccc(/C=C2\SC(=S)N(Cc3cccc(C(F)(F)F)c3)C2=O)cc1. The result is 0 (unstable in human liver microsomes). (4) The molecule is COc1ccc(CCCN2C(=O)N(NS(C)(=O)=O)C[C@H]2c2ccc(OC)cc2)cc1. The result is 1 (stable in human liver microsomes). (5) The compound is CN1CCN(C(=O)c2nc3cc(Cl)ccc3[nH]2)CC1. The result is 0 (unstable in human liver microsomes).